Task: Binary Classification. Given a T-cell receptor sequence (or CDR3 region) and an epitope sequence, predict whether binding occurs between them.. Dataset: TCR-epitope binding with 47,182 pairs between 192 epitopes and 23,139 TCRs (1) The epitope is TVYDPLQPELDSFK. The TCR CDR3 sequence is CASSLEDWARDEQFF. Result: 1 (the TCR binds to the epitope). (2) The epitope is HTTDPSFLGRY. The TCR CDR3 sequence is CASLLAGATGELFF. Result: 1 (the TCR binds to the epitope). (3) The epitope is SEISMDNSPNL. The TCR CDR3 sequence is CSARHDGELFF. Result: 1 (the TCR binds to the epitope). (4) The epitope is EIYKRWII. The TCR CDR3 sequence is CAISADRVGYEQYF. Result: 1 (the TCR binds to the epitope). (5) The epitope is KLSYGIATV. The TCR CDR3 sequence is CASSQELPGLAGEQYF. Result: 1 (the TCR binds to the epitope). (6) The epitope is FSKQLQQSM. The TCR CDR3 sequence is CASSLQGDYTF. Result: 0 (the TCR does not bind to the epitope).